This data is from Catalyst prediction with 721,799 reactions and 888 catalyst types from USPTO. The task is: Predict which catalyst facilitates the given reaction. (1) Reactant: B(Br)(Br)Br.[Cl:5][C:6]1[N:11]=[C:10]([C:12]2[NH:13][C:14]3[C:19]([CH:20]=2)=[CH:18][CH:17]=[CH:16][CH:15]=3)[C:9]([O:21]C)=[CH:8][CH:7]=1. Product: [Cl:5][C:6]1[N:11]=[C:10]([C:12]2[NH:13][C:14]3[C:19]([CH:20]=2)=[CH:18][CH:17]=[CH:16][CH:15]=3)[C:9]([OH:21])=[CH:8][CH:7]=1. The catalyst class is: 2. (2) Reactant: [CH3:1][N:2]([CH3:8])[C@@H:3]1[CH2:7][CH2:6][NH:5][CH2:4]1.F[C:10]1[C:15]([N+:16]([O-:18])=[O:17])=[CH:14][C:13]([NH:19][C:20]2[N:25]=[C:24]([C:26]3[CH:27]=[N:28][N:29]4[CH:34]=[CH:33][CH:32]=[CH:31][C:30]=34)[CH:23]=[CH:22][N:21]=2)=[C:12]([O:35][CH3:36])[CH:11]=1.CCN(C(C)C)C(C)C. Product: [CH3:1][N:2]([CH3:8])[C@@H:3]1[CH2:7][CH2:6][N:5]([C:10]2[C:15]([N+:16]([O-:18])=[O:17])=[CH:14][C:13]([NH:19][C:20]3[N:25]=[C:24]([C:26]4[CH:27]=[N:28][N:29]5[CH:34]=[CH:33][CH:32]=[CH:31][C:30]=45)[CH:23]=[CH:22][N:21]=3)=[C:12]([O:35][CH3:36])[CH:11]=2)[CH2:4]1. The catalyst class is: 44. (3) Reactant: [Br:1][C:2]1[CH:13]=[CH:12][C:5]2[N:6]=[C:7]([CH2:9][CH2:10][OH:11])[S:8][C:4]=2[CH:3]=1.[S:14](Cl)([CH3:17])(=[O:16])=[O:15]. Product: [Br:1][C:2]1[CH:13]=[CH:12][C:5]2[N:6]=[C:7]([CH2:9][CH2:10][O:11][S:14]([CH3:17])(=[O:16])=[O:15])[S:8][C:4]=2[CH:3]=1. The catalyst class is: 66.